From a dataset of Full USPTO retrosynthesis dataset with 1.9M reactions from patents (1976-2016). Predict the reactants needed to synthesize the given product. (1) The reactants are: [C:1]([NH:4][C:5]1[CH:10]=[C:9]([Cl:11])[C:8]([O:12][CH3:13])=[CH:7][C:6]=1/[CH:14]=[CH:15]/[C:16]([OH:18])=O)(=[O:3])[CH3:2].[F:19][C:20]1[CH:35]=[CH:34][C:23]([CH2:24][N:25]2[CH2:32][CH:31]3[NH:33][CH:27]([CH2:28][O:29][CH2:30]3)[CH2:26]2)=[CH:22][CH:21]=1. Given the product [Cl:11][C:9]1[C:8]([O:12][CH3:13])=[CH:7][C:6](/[CH:14]=[CH:15]/[C:16]([N:33]2[CH:27]3[CH2:26][N:25]([CH2:24][C:23]4[CH:34]=[CH:35][C:20]([F:19])=[CH:21][CH:22]=4)[CH2:32][CH:31]2[CH2:30][O:29][CH2:28]3)=[O:18])=[C:5]([NH:4][C:1](=[O:3])[CH3:2])[CH:10]=1, predict the reactants needed to synthesize it. (2) The reactants are: [Cl:1][C:2]1[CH:3]=[C:4]2[C:9](=[CH:10][C:11]=1[O:12][C:13]1[CH:21]=[CH:20][C:16]([C:17]([OH:19])=O)=[CH:15][CH:14]=1)[O:8][CH2:7][CH2:6][CH:5]2[C:22]([O:24][CH2:25][CH3:26])=[O:23].C(N(CC)CC)C.Cl.[CH3:35][C:36]1([CH3:43])[CH2:41][CH2:40][CH:39]([NH2:42])[CH2:38][CH2:37]1.Cl.C(N=C=NCCCN(C)C)C. Given the product [Cl:1][C:2]1[CH:3]=[C:4]2[C:9](=[CH:10][C:11]=1[O:12][C:13]1[CH:14]=[CH:15][C:16]([C:17](=[O:19])[NH:42][CH:39]3[CH2:40][CH2:41][C:36]([CH3:43])([CH3:35])[CH2:37][CH2:38]3)=[CH:20][CH:21]=1)[O:8][CH2:7][CH2:6][CH:5]2[C:22]([O:24][CH2:25][CH3:26])=[O:23], predict the reactants needed to synthesize it.